Dataset: Catalyst prediction with 721,799 reactions and 888 catalyst types from USPTO. Task: Predict which catalyst facilitates the given reaction. Reactant: CCN(C(C)C)C(C)C.[CH:10]1([CH2:15][C:16](Cl)=[O:17])[CH2:14][CH2:13][CH2:12][CH2:11]1.Cl.[F:20][C:21]([F:46])([F:45])[C:22]1[CH:23]=[C:24]([S:32]([NH:35][C:36]2[S:37][C:38]3[CH2:39][NH2+:40][CH2:41][CH2:42][C:43]=3[N:44]=2)(=[O:34])=[O:33])[CH:25]=[C:26]([C:28]([F:31])([F:30])[F:29])[CH:27]=1.OS([O-])(=O)=O.[Na+]. Product: [CH:10]1([CH2:15][C:16]([N:40]2[CH2:41][CH2:42][C:43]3[N:44]=[C:36]([NH:35][S:32]([C:24]4[CH:23]=[C:22]([C:21]([F:20])([F:45])[F:46])[CH:27]=[C:26]([C:28]([F:31])([F:30])[F:29])[CH:25]=4)(=[O:34])=[O:33])[S:37][C:38]=3[CH2:39]2)=[O:17])[CH2:14][CH2:13][CH2:12][CH2:11]1. The catalyst class is: 2.